Dataset: Forward reaction prediction with 1.9M reactions from USPTO patents (1976-2016). Task: Predict the product of the given reaction. Given the reactants [C:1]12[CH:24]=[C:22]3[N:23]=[C:19]([CH:20]=[CH:21]3)[CH:18]=[C:16]3[NH:17][C:13]([CH:14]=[CH:15]3)=[CH:12][C:10]3=[N:11][C:7]([CH:8]=[CH:9]3)=[CH:6][C:4]([NH:5]1)=[CH:3][CH:2]=2, predict the reaction product. The product is: [C:1]12[CH:24]=[C:22]3[N:23]=[C:19]([CH:20]=[CH:21]3)[CH:18]=[C:16]3[NH:17][C:13]([CH:14]=[CH:15]3)=[CH:12][C:10]3=[N:11][C:7]([CH:8]=[CH:9]3)=[CH:6][C:4]([NH:5]1)=[CH:3][CH:2]=2.[CH:14]1[C:13]2[C:7]3=[C:8]4[C:9](=[CH:10][CH:12]=2)[CH:1]=[CH:24][CH:22]=[C:21]4[CH:20]=[CH:19][C:18]3=[CH:16][CH:15]=1.